This data is from Peptide-MHC class II binding affinity with 134,281 pairs from IEDB. The task is: Regression. Given a peptide amino acid sequence and an MHC pseudo amino acid sequence, predict their binding affinity value. This is MHC class II binding data. (1) The peptide sequence is EGAIVGEISPLPSLPGHTD. The MHC is DRB1_1302 with pseudo-sequence DRB1_1302. The binding affinity (normalized) is 0.309. (2) The peptide sequence is ASTNDDEVLIEVNPP. The MHC is DRB1_0801 with pseudo-sequence DRB1_0801. The binding affinity (normalized) is 0. (3) The peptide sequence is GKKKYKLKHIVWASREL. The MHC is HLA-DPA10201-DPB11401 with pseudo-sequence HLA-DPA10201-DPB11401. The binding affinity (normalized) is 0.592.